Dataset: Full USPTO retrosynthesis dataset with 1.9M reactions from patents (1976-2016). Task: Predict the reactants needed to synthesize the given product. Given the product [C:15]([C:14]1[CH:17]=[C:10]([N:9]2[CH2:8][CH2:7][O:6][C:5]3[CH:20]=[CH:21][C:2]([O:1][C@H:34]4[CH2:33][CH2:32][N:31]([C:24]([O:26][C:27]([CH3:30])([CH3:29])[CH3:28])=[O:25])[CH2:35]4)=[CH:3][C:4]2=3)[CH:11]=[N:12][C:13]=1[O:18][CH3:19])#[N:16], predict the reactants needed to synthesize it. The reactants are: [OH:1][C:2]1[CH:21]=[CH:20][C:5]2[O:6][CH2:7][CH2:8][N:9]([C:10]3[CH:11]=[N:12][C:13]([O:18][CH3:19])=[C:14]([CH:17]=3)[C:15]#[N:16])[C:4]=2[CH:3]=1.[H-].[Na+].[C:24]([N:31]1[CH2:35][CH2:34][C@@H:33](OS(C)(=O)=O)[CH2:32]1)([O:26][C:27]([CH3:30])([CH3:29])[CH3:28])=[O:25].